Dataset: Forward reaction prediction with 1.9M reactions from USPTO patents (1976-2016). Task: Predict the product of the given reaction. (1) Given the reactants [CH3:1][O:2][C:3]1[C:12]([NH:13][C:14](=[O:18])OCC)=[N:11][C:10]2[C:5](=[CH:6][CH:7]=[C:8]([O:19][CH3:20])[CH:9]=2)[N:4]=1.[CH3:21][C:22]1[CH:27]=[CH:26][CH:25]=[C:24]([CH3:28])[C:23]=1[N:29]1[CH2:34][CH2:33][NH:32][CH2:31][CH2:30]1, predict the reaction product. The product is: [CH3:1][O:2][C:3]1[C:12]([NH:13][C:14]([N:32]2[CH2:33][CH2:34][N:29]([C:23]3[C:24]([CH3:28])=[CH:25][CH:26]=[CH:27][C:22]=3[CH3:21])[CH2:30][CH2:31]2)=[O:18])=[N:11][C:10]2[C:5](=[CH:6][CH:7]=[C:8]([O:19][CH3:20])[CH:9]=2)[N:4]=1. (2) Given the reactants [CH:1]([C:3]1[C:4]([CH3:28])=[C:5]2[C:10]([NH:11][C:12]3[CH:17]=[CH:16][C:15]([O:18][C:19]4[CH:24]=[CH:23][CH:22]=[CH:21][CH:20]=4)=[CH:14][CH:13]=3)=[C:9]([C:25]#[N:26])[CH:8]=[N:7][N:6]2[CH:27]=1)=O.[NH2:29][OH:30], predict the reaction product. The product is: [OH:30][N:29]=[CH:1][C:3]1[C:4]([CH3:28])=[C:5]2[C:10]([NH:11][C:12]3[CH:17]=[CH:16][C:15]([O:18][C:19]4[CH:24]=[CH:23][CH:22]=[CH:21][CH:20]=4)=[CH:14][CH:13]=3)=[C:9]([C:25]#[N:26])[CH:8]=[N:7][N:6]2[CH:27]=1.